Dataset: Reaction yield outcomes from USPTO patents with 853,638 reactions. Task: Predict the reaction yield, written as a fraction of the theoretical maximum amount of product (1.0 means a 100% yield; for example, 0.34 means a 34% yield). (1) The reactants are [F:1][C:2]1[C:3]([N:17]=[CH:18][N:19](C)C)=[N:4][C:5]([O:8][CH2:9][C:10]2[CH:15]=[CH:14][C:13]([F:16])=[CH:12][CH:11]=2)=[N:6][CH:7]=1.Cl.N[OH:24]. The catalyst is CCO. The product is [F:1][C:2]1[C:3]([NH:17][CH:18]=[N:19][OH:24])=[N:4][C:5]([O:8][CH2:9][C:10]2[CH:15]=[CH:14][C:13]([F:16])=[CH:12][CH:11]=2)=[N:6][CH:7]=1. The yield is 0.940. (2) The reactants are [CH2:1]([O:8][C:9]([N:11]1[CH2:17][CH2:16][C:15]2([NH:18]C(OC(C)(C)C)=O)[CH:13]([CH2:14]2)[CH2:12]1)=[O:10])[C:2]1[CH:7]=[CH:6][CH:5]=[CH:4][CH:3]=1.C(O)(C(F)(F)F)=O. The catalyst is C1COCC1. The product is [CH2:1]([O:8][C:9]([N:11]1[CH2:17][CH2:16][C:15]2([NH2:18])[CH:13]([CH2:14]2)[CH2:12]1)=[O:10])[C:2]1[CH:3]=[CH:4][CH:5]=[CH:6][CH:7]=1. The yield is 0.900.